This data is from NCI-60 drug combinations with 297,098 pairs across 59 cell lines. The task is: Regression. Given two drug SMILES strings and cell line genomic features, predict the synergy score measuring deviation from expected non-interaction effect. (1) Drug 1: CC12CCC(CC1=CCC3C2CCC4(C3CC=C4C5=CN=CC=C5)C)O. Drug 2: CC1=C(C(=O)C2=C(C1=O)N3CC4C(C3(C2COC(=O)N)OC)N4)N. Cell line: SR. Synergy scores: CSS=48.8, Synergy_ZIP=-4.11, Synergy_Bliss=-8.62, Synergy_Loewe=-15.5, Synergy_HSA=-7.10. (2) Drug 1: CC1C(C(=O)NC(C(=O)N2CCCC2C(=O)N(CC(=O)N(C(C(=O)O1)C(C)C)C)C)C(C)C)NC(=O)C3=C4C(=C(C=C3)C)OC5=C(C(=O)C(=C(C5=N4)C(=O)NC6C(OC(=O)C(N(C(=O)CN(C(=O)C7CCCN7C(=O)C(NC6=O)C(C)C)C)C)C(C)C)C)N)C. Drug 2: C1=NC2=C(N1)C(=S)N=CN2. Cell line: HOP-62. Synergy scores: CSS=37.7, Synergy_ZIP=-6.43, Synergy_Bliss=-7.16, Synergy_Loewe=-4.56, Synergy_HSA=-1.57. (3) Drug 1: C1=CN(C(=O)N=C1N)C2C(C(C(O2)CO)O)O.Cl. Drug 2: CCC(=C(C1=CC=CC=C1)C2=CC=C(C=C2)OCCN(C)C)C3=CC=CC=C3.C(C(=O)O)C(CC(=O)O)(C(=O)O)O. Cell line: HS 578T. Synergy scores: CSS=16.1, Synergy_ZIP=3.56, Synergy_Bliss=2.12, Synergy_Loewe=-11.7, Synergy_HSA=-1.57. (4) Drug 1: CCC(=C(C1=CC=CC=C1)C2=CC=C(C=C2)OCCN(C)C)C3=CC=CC=C3.C(C(=O)O)C(CC(=O)O)(C(=O)O)O. Drug 2: C1CCC(C(C1)N)N.C(=O)(C(=O)[O-])[O-].[Pt+4]. Cell line: SK-MEL-28. Synergy scores: CSS=18.1, Synergy_ZIP=-1.23, Synergy_Bliss=1.70, Synergy_Loewe=1.06, Synergy_HSA=0.728.